This data is from NCI-60 drug combinations with 297,098 pairs across 59 cell lines. The task is: Regression. Given two drug SMILES strings and cell line genomic features, predict the synergy score measuring deviation from expected non-interaction effect. (1) Drug 1: C1CC(C1)(C(=O)O)C(=O)O.[NH2-].[NH2-].[Pt+2]. Drug 2: C1CNP(=O)(OC1)N(CCCl)CCCl. Cell line: SK-OV-3. Synergy scores: CSS=-6.86, Synergy_ZIP=1.07, Synergy_Bliss=-0.595, Synergy_Loewe=-5.40, Synergy_HSA=-5.94. (2) Drug 1: CC1C(C(CC(O1)OC2CC(OC(C2O)C)OC3=CC4=CC5=C(C(=O)C(C(C5)C(C(=O)C(C(C)O)O)OC)OC6CC(C(C(O6)C)O)OC7CC(C(C(O7)C)O)OC8CC(C(C(O8)C)O)(C)O)C(=C4C(=C3C)O)O)O)O. Drug 2: CN(CCCl)CCCl.Cl. Cell line: EKVX. Synergy scores: CSS=35.5, Synergy_ZIP=5.54, Synergy_Bliss=7.65, Synergy_Loewe=-26.1, Synergy_HSA=-3.36. (3) Drug 1: CC1OCC2C(O1)C(C(C(O2)OC3C4COC(=O)C4C(C5=CC6=C(C=C35)OCO6)C7=CC(=C(C(=C7)OC)O)OC)O)O. Drug 2: CC1=C(C(CCC1)(C)C)C=CC(=CC=CC(=CC(=O)O)C)C. Cell line: 786-0. Synergy scores: CSS=9.53, Synergy_ZIP=-6.20, Synergy_Bliss=-1.35, Synergy_Loewe=-12.9, Synergy_HSA=-1.89. (4) Drug 1: C1=CC(=CC=C1CC(C(=O)O)N)N(CCCl)CCCl.Cl. Drug 2: CC1=CC=C(C=C1)C2=CC(=NN2C3=CC=C(C=C3)S(=O)(=O)N)C(F)(F)F. Cell line: SF-268. Synergy scores: CSS=-1.94, Synergy_ZIP=-0.987, Synergy_Bliss=-0.424, Synergy_Loewe=-14.4, Synergy_HSA=-4.12. (5) Drug 1: C1=CC(=CC=C1CCC2=CNC3=C2C(=O)NC(=N3)N)C(=O)NC(CCC(=O)O)C(=O)O. Drug 2: C1=CC=C(C=C1)NC(=O)CCCCCCC(=O)NO. Cell line: MDA-MB-231. Synergy scores: CSS=28.3, Synergy_ZIP=3.16, Synergy_Bliss=4.20, Synergy_Loewe=0.613, Synergy_HSA=5.69.